Dataset: NCI-60 drug combinations with 297,098 pairs across 59 cell lines. Task: Regression. Given two drug SMILES strings and cell line genomic features, predict the synergy score measuring deviation from expected non-interaction effect. (1) Drug 1: C1=NC2=C(N=C(N=C2N1C3C(C(C(O3)CO)O)O)F)N. Drug 2: CN(C(=O)NC(C=O)C(C(C(CO)O)O)O)N=O. Cell line: MALME-3M. Synergy scores: CSS=-0.747, Synergy_ZIP=4.94, Synergy_Bliss=-0.331, Synergy_Loewe=-1.57, Synergy_HSA=-1.32. (2) Drug 1: CN1CCC(CC1)COC2=C(C=C3C(=C2)N=CN=C3NC4=C(C=C(C=C4)Br)F)OC. Drug 2: C1CN(CCN1C(=O)CCBr)C(=O)CCBr. Cell line: DU-145. Synergy scores: CSS=21.1, Synergy_ZIP=-6.99, Synergy_Bliss=-2.25, Synergy_Loewe=-4.13, Synergy_HSA=-1.22. (3) Drug 1: C1CN1P(=S)(N2CC2)N3CC3. Drug 2: C1C(C(OC1N2C=NC3=C2NC=NCC3O)CO)O. Cell line: M14. Synergy scores: CSS=23.2, Synergy_ZIP=-6.81, Synergy_Bliss=-0.561, Synergy_Loewe=-1.50, Synergy_HSA=-0.340.